This data is from Catalyst prediction with 721,799 reactions and 888 catalyst types from USPTO. The task is: Predict which catalyst facilitates the given reaction. (1) Reactant: ClC1C=CC=C(Cl)C=1C[O:5][C:6]1[CH:7]=[CH:8][C:9]([CH3:38])=[C:10]([C:12]([N:14]2[CH2:19][CH2:18][CH:17]([N:20]3[C:24](=[O:25])[C:23]([CH3:27])([CH3:26])[C:22]([C:28]4[CH:33]=[CH:32][C:31]([O:34][CH3:35])=[C:30]([O:36][CH3:37])[CH:29]=4)=[N:21]3)[CH2:16][CH2:15]2)=[O:13])[CH:11]=1.[C:44](OC(O[C:44]([CH3:47])([CH3:46])[CH3:45])N(C)C)([CH3:47])([CH3:46])[CH3:45]. Product: [C:44]([O:5][C:6]1[CH:7]=[CH:8][C:9]([CH3:38])=[C:10]([C:12]([N:14]2[CH2:15][CH2:16][CH:17]([N:20]3[C:24](=[O:25])[C:23]([CH3:26])([CH3:27])[C:22]([C:28]4[CH:33]=[CH:32][C:31]([O:34][CH3:35])=[C:30]([O:36][CH3:37])[CH:29]=4)=[N:21]3)[CH2:18][CH2:19]2)=[O:13])[CH:11]=1)([CH3:47])([CH3:46])[CH3:45]. The catalyst class is: 11. (2) Reactant: [Cl-].[Al+3].[Cl-].[Cl-].[Cl:5][C:6]1[C:19]2[C:10](=[CH:11][C:12]3[C:17]([CH:18]=2)=[CH:16][CH:15]=[CH:14][CH:13]=3)[CH:9]=[CH:8][CH:7]=1.[C:20](Cl)(=[O:24])[C:21](Cl)=[O:22].Cl. Product: [Cl:5][C:6]1[C:19]2[C:10]3[C:9]([C:20](=[O:24])[C:21](=[O:22])[C:11]=3[C:12]3[C:17]([CH:18]=2)=[CH:16][CH:15]=[CH:14][CH:13]=3)=[CH:8][CH:7]=1. The catalyst class is: 534.